From a dataset of NCI-60 drug combinations with 297,098 pairs across 59 cell lines. Regression. Given two drug SMILES strings and cell line genomic features, predict the synergy score measuring deviation from expected non-interaction effect. (1) Drug 1: CC1C(C(=O)NC(C(=O)N2CCCC2C(=O)N(CC(=O)N(C(C(=O)O1)C(C)C)C)C)C(C)C)NC(=O)C3=C4C(=C(C=C3)C)OC5=C(C(=O)C(=C(C5=N4)C(=O)NC6C(OC(=O)C(N(C(=O)CN(C(=O)C7CCCN7C(=O)C(NC6=O)C(C)C)C)C)C(C)C)C)N)C. Drug 2: CC1C(C(CC(O1)OC2CC(CC3=C2C(=C4C(=C3O)C(=O)C5=C(C4=O)C(=CC=C5)OC)O)(C(=O)CO)O)N)O.Cl. Cell line: CCRF-CEM. Synergy scores: CSS=32.6, Synergy_ZIP=0.827, Synergy_Bliss=1.01, Synergy_Loewe=-10.2, Synergy_HSA=-3.93. (2) Drug 1: CC1C(C(=O)NC(C(=O)N2CCCC2C(=O)N(CC(=O)N(C(C(=O)O1)C(C)C)C)C)C(C)C)NC(=O)C3=C4C(=C(C=C3)C)OC5=C(C(=O)C(=C(C5=N4)C(=O)NC6C(OC(=O)C(N(C(=O)CN(C(=O)C7CCCN7C(=O)C(NC6=O)C(C)C)C)C)C(C)C)C)N)C. Drug 2: C#CCC(CC1=CN=C2C(=N1)C(=NC(=N2)N)N)C3=CC=C(C=C3)C(=O)NC(CCC(=O)O)C(=O)O. Cell line: SR. Synergy scores: CSS=87.3, Synergy_ZIP=-1.92, Synergy_Bliss=-2.53, Synergy_Loewe=-1.32, Synergy_HSA=-0.468. (3) Drug 1: CCN(CC)CCNC(=O)C1=C(NC(=C1C)C=C2C3=C(C=CC(=C3)F)NC2=O)C. Drug 2: C1CC(=O)NC(=O)C1N2C(=O)C3=CC=CC=C3C2=O. Cell line: U251. Synergy scores: CSS=-1.97, Synergy_ZIP=1.05, Synergy_Bliss=-0.402, Synergy_Loewe=-1.67, Synergy_HSA=-3.14. (4) Cell line: SNB-75. Synergy scores: CSS=17.5, Synergy_ZIP=3.53, Synergy_Bliss=1.50, Synergy_Loewe=0.568, Synergy_HSA=-0.171. Drug 1: CC12CCC3C(C1CCC2=O)CC(=C)C4=CC(=O)C=CC34C. Drug 2: N.N.Cl[Pt+2]Cl.